Dataset: Reaction yield outcomes from USPTO patents with 853,638 reactions. Task: Predict the reaction yield, written as a fraction of the theoretical maximum amount of product (1.0 means a 100% yield; for example, 0.34 means a 34% yield). (1) The reactants are [CH3:1][O:2][C:3](=[O:14])[C:4]1[CH:9]=[CH:8][C:7](F)=[C:6]([N+:11]([O-:13])=[O:12])[CH:5]=1.Cl.[CH3:16][NH:17][CH3:18].C(=O)([O-])[O-].[K+].[K+]. The catalyst is CS(C)=O. The product is [CH3:1][O:2][C:3](=[O:14])[C:4]1[CH:9]=[CH:8][C:7]([N:17]([CH3:18])[CH3:16])=[C:6]([N+:11]([O-:13])=[O:12])[CH:5]=1. The yield is 0.690. (2) The reactants are [CH:1]([S:4]([C:7]1[CH:14]=[CH:13][CH:12]=[CH:11][C:8]=1[C:9]#[N:10])(=[O:6])=[O:5])([CH3:3])[CH3:2].[ClH:15]. The catalyst is CO.[Pd]. The product is [ClH:15].[CH:1]([S:4]([C:7]1[CH:14]=[CH:13][CH:12]=[CH:11][C:8]=1[CH2:9][NH2:10])(=[O:6])=[O:5])([CH3:3])[CH3:2]. The yield is 0.980.